Dataset: Catalyst prediction with 721,799 reactions and 888 catalyst types from USPTO. Task: Predict which catalyst facilitates the given reaction. (1) Reactant: [CH2:1](O)[CH2:2][CH3:3].C(N(CC)CC)C.Cl[C:13]([O:15][C:16]1[CH:21]=[CH:20][C:19]([N+:22]([O-:24])=[O:23])=[CH:18][CH:17]=1)=[O:14].C(OCC)(=[O:27])C. Product: [C:13](=[O:27])([O:14][CH2:1][CH2:2][CH3:3])[O:15][C:16]1[CH:21]=[CH:20][C:19]([N+:22]([O-:24])=[O:23])=[CH:18][CH:17]=1. The catalyst class is: 30. (2) Reactant: [Br:1][C:2]1[CH:3]=[CH:4][C:5]([CH2:8]Br)=[N:6][CH:7]=1.[NH:10]1[CH2:15][CH2:14][S:13](=[O:17])(=[O:16])[CH2:12][CH2:11]1.C(=O)([O-])[O-].[K+].[K+]. Product: [Br:1][C:2]1[CH:3]=[CH:4][C:5]([CH2:8][N:10]2[CH2:15][CH2:14][S:13](=[O:17])(=[O:16])[CH2:12][CH2:11]2)=[N:6][CH:7]=1. The catalyst class is: 21. (3) Reactant: [CH3:1][C:2]([S:5](/[N:7]=[CH:8]/[C:9]1([CH3:13])[CH2:12][O:11][CH2:10]1)=[O:6])([CH3:4])[CH3:3].[F-].[Cs+].C[Si]([C:20]#[N:21])(C)C. Product: [C:20]([CH:8]([C:9]1([CH3:13])[CH2:12][O:11][CH2:10]1)[NH:7][S:5]([C:2]([CH3:1])([CH3:3])[CH3:4])=[O:6])#[N:21]. The catalyst class is: 1. (4) Reactant: [C:1]1([C:7]2[C:15]3[C:10](=[CH:11][CH:12]=[CH:13][CH:14]=3)[N:9]([S:16]([C:19]3[CH:24]=[CH:23][C:22]([CH3:25])=[CH:21][CH:20]=3)(=[O:18])=[O:17])[C:8]=2[CH:26]=[O:27])[CH:6]=[CH:5][CH:4]=[CH:3][CH:2]=1.[CH3:28][Mg+].[Br-].[NH4+].[Cl-]. Product: [C:1]1([C:7]2[C:15]3[C:10](=[CH:11][CH:12]=[CH:13][CH:14]=3)[N:9]([S:16]([C:19]3[CH:20]=[CH:21][C:22]([CH3:25])=[CH:23][CH:24]=3)(=[O:17])=[O:18])[C:8]=2[CH:26]([OH:27])[CH3:28])[CH:2]=[CH:3][CH:4]=[CH:5][CH:6]=1. The catalyst class is: 165. (5) Reactant: C(S([C:11]1[N:12]=[C:13]([S:34]([CH2:37][C:38]2[CH:43]=[CH:42][CH:41]=[CH:40][CH:39]=2)(=O)=O)[C:14]2[C:22]3[C:17](=[C:18]([N:24]([CH3:32])C(=O)OC(C)(C)C)[CH:19]=[C:20]([F:23])[CH:21]=3)[NH:16][C:15]=2[N:33]=1)(=O)=O)C1C=CC=CC=1.[C:44](=O)([O-])[O-:45].[K+].[K+].CS.[CH3:52][C:53]1[N:58]=[CH:57][C:56]([OH:59])=[CH:55][N:54]=1. Product: [F:23][C:20]1[CH:21]=[C:22]2[C:17](=[C:18]([NH:24][CH3:32])[CH:19]=1)[NH:16][C:15]1[N:33]=[C:11]([O:59][C:56]3[CH:55]=[N:54][C:53]([CH3:52])=[N:58][CH:57]=3)[N:12]=[C:13]([S:34][CH2:37][C:38]3[CH:43]=[CH:42][C:41]([O:45][CH3:44])=[CH:40][CH:39]=3)[C:14]2=1. The catalyst class is: 37.